From a dataset of Catalyst prediction with 721,799 reactions and 888 catalyst types from USPTO. Predict which catalyst facilitates the given reaction. (1) Reactant: [Br:1][C:2]1[CH:7]=[CH:6][N:5]=[C:4]([NH:8][NH2:9])[CH:3]=1.[N:10]#[C:11]Br. Product: [Br:1][C:2]1[CH:7]=[CH:6][N:5]2[C:11]([NH2:10])=[N:9][N:8]=[C:4]2[CH:3]=1. The catalyst class is: 41. (2) Reactant: [Br:1][C:2]1[C:3]2[CH:18]=[CH:17][C:16]([O:19][CH3:20])=[CH:15][C:4]=2[S:5][C:6]=1[C:7]1[CH:12]=[CH:11][C:10]([O:13][CH3:14])=[CH:9][CH:8]=1.FC(F)(F)C(O)=[O:24].OO.S(=O)(O)[O-].[Na+]. Product: [Br:1][C:2]1[C:3]2[CH:18]=[CH:17][C:16]([O:19][CH3:20])=[CH:15][C:4]=2[S:5](=[O:24])[C:6]=1[C:7]1[CH:12]=[CH:11][C:10]([O:13][CH3:14])=[CH:9][CH:8]=1. The catalyst class is: 34.